This data is from Reaction yield outcomes from USPTO patents with 853,638 reactions. The task is: Predict the reaction yield, written as a fraction of the theoretical maximum amount of product (1.0 means a 100% yield; for example, 0.34 means a 34% yield). The reactants are [CH:1]1[C:13]2[NH:12][C:11]3[C:6](=[CH:7][CH:8]=[CH:9][CH:10]=3)[C:5]=2[CH:4]=[CH:3][CH:2]=1.[H-].[Na+].I[CH3:17]. The catalyst is CN(C=O)C. The product is [CH3:17][N:12]1[C:11]2[CH:10]=[CH:9][CH:8]=[CH:7][C:6]=2[C:5]2[C:13]1=[CH:1][CH:2]=[CH:3][CH:4]=2. The yield is 0.770.